Dataset: Catalyst prediction with 721,799 reactions and 888 catalyst types from USPTO. Task: Predict which catalyst facilitates the given reaction. (1) Reactant: [CH2:1]([N:8]1[C:13](=[O:14])[C:12]2[C:15]([CH3:18])=[N:16][O:17][C:11]=2[N:10]=[C:9]1[CH:19](Br)[CH2:20][CH3:21])[C:2]1[CH:7]=[CH:6][CH:5]=[CH:4][CH:3]=1.C(=O)([O-])[O-].[K+].[K+].[C:29]([O:33][C:34](=[O:40])[NH:35][CH2:36][CH2:37][CH2:38][NH2:39])([CH3:32])([CH3:31])[CH3:30].O. Product: [C:29]([O:33][C:34](=[O:40])[NH:35][CH2:36][CH2:37][CH2:38][NH:39][CH:19]([C:9]1[N:8]([CH2:1][C:2]2[CH:7]=[CH:6][CH:5]=[CH:4][CH:3]=2)[C:13](=[O:14])[C:12]2[C:15]([CH3:18])=[N:16][O:17][C:11]=2[N:10]=1)[CH2:20][CH3:21])([CH3:32])([CH3:30])[CH3:31]. The catalyst class is: 10. (2) Reactant: Cl[C:2]1[CH:3]=[CH:4][C:5]2[O:14][CH2:13][CH2:12][C:11]3[CH:10]=[C:9]([C:15]4[N:16]([C:20]5[CH:25]=[CH:24][C:23]([F:26])=[CH:22][C:21]=5[F:27])[N:17]=[CH:18][N:19]=4)[S:8][C:7]=3[C:6]=2[N:28]=1.[F:29][C:30]1[CH:35]=[CH:34][C:33](B2OC(C)(C)C(C)(C)O2)=[CH:32][N:31]=1.C([O-])([O-])=O.[Cs+].[Cs+]. Product: [F:27][C:21]1[CH:22]=[C:23]([F:26])[CH:24]=[CH:25][C:20]=1[N:16]1[C:15]([C:9]2[S:8][C:7]3[C:6]4[N:28]=[C:2]([C:33]5[CH:32]=[N:31][C:30]([F:29])=[CH:35][CH:34]=5)[CH:3]=[CH:4][C:5]=4[O:14][CH2:13][CH2:12][C:11]=3[CH:10]=2)=[N:19][CH:18]=[N:17]1. The catalyst class is: 144. (3) Reactant: [CH3:1][C:2]([CH3:36])([CH3:35])[CH2:3][CH2:4][C@@H:5]([N:12]1[CH2:17][CH2:16][C:15]([F:19])([F:18])[C@H:14]([CH2:20][C:21]([O:23]C)=[O:22])[C@H:13]1[C:25]1[CH:30]=[CH:29][C:28]([C:31]([F:34])([F:33])[F:32])=[CH:27][CH:26]=1)[CH2:6][CH2:7][C:8]([F:11])([F:10])[F:9].[OH-].[K+]. Product: [CH3:1][C:2]([CH3:36])([CH3:35])[CH2:3][CH2:4][CH:5]([N:12]1[CH2:17][CH2:16][C:15]([F:19])([F:18])[CH:14]([CH2:20][C:21]([OH:23])=[O:22])[CH:13]1[C:25]1[CH:30]=[CH:29][C:28]([C:31]([F:34])([F:32])[F:33])=[CH:27][CH:26]=1)[CH2:6][CH2:7][C:8]([F:9])([F:10])[F:11]. The catalyst class is: 5. (4) Reactant: [CH2:1]([N:5]1[CH2:18][CH2:17][C:7]2([CH2:16][CH2:15][C:10]3(OCC[O:11]3)[CH2:9][CH2:8]2)[CH2:6]1)[CH2:2][CH2:3][CH3:4]. Product: [CH2:1]([N:5]1[CH2:18][CH2:17][C:7]2([CH2:8][CH2:9][C:10](=[O:11])[CH2:15][CH2:16]2)[CH2:6]1)[CH2:2][CH2:3][CH3:4]. The catalyst class is: 65.